Dataset: NCI-60 drug combinations with 297,098 pairs across 59 cell lines. Task: Regression. Given two drug SMILES strings and cell line genomic features, predict the synergy score measuring deviation from expected non-interaction effect. (1) Drug 1: C1=C(C(=O)NC(=O)N1)N(CCCl)CCCl. Drug 2: CN(CCCl)CCCl.Cl. Cell line: OVCAR3. Synergy scores: CSS=13.6, Synergy_ZIP=-9.13, Synergy_Bliss=-9.17, Synergy_Loewe=-10.9, Synergy_HSA=-8.78. (2) Drug 1: CC(CN1CC(=O)NC(=O)C1)N2CC(=O)NC(=O)C2. Drug 2: CC1CCC2CC(C(=CC=CC=CC(CC(C(=O)C(C(C(=CC(C(=O)CC(OC(=O)C3CCCCN3C(=O)C(=O)C1(O2)O)C(C)CC4CCC(C(C4)OC)OCCO)C)C)O)OC)C)C)C)OC. Cell line: KM12. Synergy scores: CSS=21.6, Synergy_ZIP=-10.1, Synergy_Bliss=-8.01, Synergy_Loewe=-3.93, Synergy_HSA=-3.02. (3) Drug 1: CCC(=C(C1=CC=CC=C1)C2=CC=C(C=C2)OCCN(C)C)C3=CC=CC=C3.C(C(=O)O)C(CC(=O)O)(C(=O)O)O. Drug 2: CC1C(C(CC(O1)OC2CC(OC(C2O)C)OC3=CC4=CC5=C(C(=O)C(C(C5)C(C(=O)C(C(C)O)O)OC)OC6CC(C(C(O6)C)O)OC7CC(C(C(O7)C)O)OC8CC(C(C(O8)C)O)(C)O)C(=C4C(=C3C)O)O)O)O. Cell line: OVCAR-8. Synergy scores: CSS=47.0, Synergy_ZIP=11.6, Synergy_Bliss=8.68, Synergy_Loewe=-27.8, Synergy_HSA=8.24. (4) Drug 1: C(=O)(N)NO. Drug 2: CC1=C(C(=O)C2=C(C1=O)N3CC4C(C3(C2COC(=O)N)OC)N4)N. Cell line: NCI-H522. Synergy scores: CSS=39.9, Synergy_ZIP=0.0132, Synergy_Bliss=-0.658, Synergy_Loewe=-32.6, Synergy_HSA=1.68. (5) Drug 1: CC=C1C(=O)NC(C(=O)OC2CC(=O)NC(C(=O)NC(CSSCCC=C2)C(=O)N1)C(C)C)C(C)C. Drug 2: COC1=C2C(=CC3=C1OC=C3)C=CC(=O)O2. Cell line: OVCAR-5. Synergy scores: CSS=35.5, Synergy_ZIP=-3.87, Synergy_Bliss=-8.04, Synergy_Loewe=-55.7, Synergy_HSA=-7.16. (6) Drug 1: C1CC(C1)(C(=O)O)C(=O)O.[NH2-].[NH2-].[Pt+2]. Drug 2: C(=O)(N)NO. Cell line: HCT-15. Synergy scores: CSS=0.632, Synergy_ZIP=0.0851, Synergy_Bliss=0.218, Synergy_Loewe=-1.39, Synergy_HSA=-1.37. (7) Drug 1: COC1=C(C=C2C(=C1)N=CN=C2NC3=CC(=C(C=C3)F)Cl)OCCCN4CCOCC4. Drug 2: CN(C)N=NC1=C(NC=N1)C(=O)N. Cell line: K-562. Synergy scores: CSS=21.8, Synergy_ZIP=-2.62, Synergy_Bliss=6.25, Synergy_Loewe=3.55, Synergy_HSA=8.01. (8) Drug 1: C1CCC(C(C1)N)N.C(=O)(C(=O)[O-])[O-].[Pt+4]. Drug 2: N.N.Cl[Pt+2]Cl. Cell line: OVCAR3. Synergy scores: CSS=44.3, Synergy_ZIP=3.58, Synergy_Bliss=8.34, Synergy_Loewe=-4.72, Synergy_HSA=2.76. (9) Drug 1: C1=NC2=C(N1)C(=S)N=CN2. Drug 2: CCC1(C2=C(COC1=O)C(=O)N3CC4=CC5=C(C=CC(=C5CN(C)C)O)N=C4C3=C2)O.Cl. Cell line: NCI-H226. Synergy scores: CSS=21.4, Synergy_ZIP=-11.7, Synergy_Bliss=-6.97, Synergy_Loewe=-27.0, Synergy_HSA=-3.96. (10) Drug 1: CNC(=O)C1=CC=CC=C1SC2=CC3=C(C=C2)C(=NN3)C=CC4=CC=CC=N4. Drug 2: CN(CCCl)CCCl.Cl. Cell line: UACC62. Synergy scores: CSS=6.29, Synergy_ZIP=-1.47, Synergy_Bliss=2.47, Synergy_Loewe=0.630, Synergy_HSA=0.708.